The task is: Regression. Given a peptide amino acid sequence and an MHC pseudo amino acid sequence, predict their binding affinity value. This is MHC class II binding data.. This data is from Peptide-MHC class II binding affinity with 134,281 pairs from IEDB. (1) The peptide sequence is AVPLRLLGGLHRMVL. The MHC is DRB1_0404 with pseudo-sequence DRB1_0404. The binding affinity (normalized) is 0.778. (2) The MHC is HLA-DPA10201-DPB10101 with pseudo-sequence HLA-DPA10201-DPB10101. The binding affinity (normalized) is 0.106. The peptide sequence is SGSEAYQGVQQKWDA. (3) The peptide sequence is GGFFTSVGKGIHTVF. The MHC is DRB1_0701 with pseudo-sequence DRB1_0701. The binding affinity (normalized) is 0.834. (4) The peptide sequence is KVITALTERLYVGGPMHNSK. The MHC is DRB4_0101 with pseudo-sequence DRB4_0103. The binding affinity (normalized) is 0.186. (5) The peptide sequence is IARLPQVASYVYRRI. The MHC is DRB5_0101 with pseudo-sequence DRB5_0101. The binding affinity (normalized) is 0.413. (6) The peptide sequence is LVEALYLVCGE. The MHC is HLA-DQA10301-DQB10302 with pseudo-sequence HLA-DQA10301-DQB10302. The binding affinity (normalized) is 0.436. (7) The peptide sequence is GELQIVDKIDAAFYI. The MHC is DRB1_1101 with pseudo-sequence DRB1_1101. The binding affinity (normalized) is 0.562. (8) The peptide sequence is EKKYFSATQFEPLAA. The MHC is HLA-DPA10103-DPB10401 with pseudo-sequence HLA-DPA10103-DPB10401. The binding affinity (normalized) is 1.00. (9) The peptide sequence is LTEHGCNRLKRMAVS. The MHC is HLA-DQA10501-DQB10402 with pseudo-sequence HLA-DQA10501-DQB10402. The binding affinity (normalized) is 0.323.